From a dataset of Full USPTO retrosynthesis dataset with 1.9M reactions from patents (1976-2016). Predict the reactants needed to synthesize the given product. (1) Given the product [N:17]1([C:15]2[CH:14]=[CH:13][N:12]=[C:11]([NH:10][CH:9]3[CH2:8][CH2:7][CH2:6][N:5]([CH:24]4[CH2:29][CH2:28][CH2:27][CH2:26][CH2:25]4)[CH:4]3[CH2:3][CH2:2][NH:1][C:46]([CH:43]3[CH2:44][CH2:45][N:40]([C:38]([O:37][C:33]([CH3:36])([CH3:35])[CH3:34])=[O:39])[CH2:41][CH2:42]3)=[O:47])[N:16]=2)[CH2:23][CH2:22][CH2:21][CH2:20][CH2:19][CH2:18]1, predict the reactants needed to synthesize it. The reactants are: [NH2:1][CH2:2][CH2:3][CH:4]1[CH:9]([NH:10][C:11]2[N:16]=[C:15]([N:17]3[CH2:23][CH2:22][CH2:21][CH2:20][CH2:19][CH2:18]3)[CH:14]=[CH:13][N:12]=2)[CH2:8][CH2:7][CH2:6][N:5]1[CH:24]1[CH2:29][CH2:28][CH2:27][CH2:26][CH2:25]1.N=C=N.[C:33]([O:37][C:38]([N:40]1[CH2:45][CH2:44][CH:43]([C:46](O)=[O:47])[CH2:42][CH2:41]1)=[O:39])([CH3:36])([CH3:35])[CH3:34].OC1C2N=NNC=2C=CC=1.C(=O)([O-])[O-]. (2) Given the product [Br:1][C:2]1[CH:3]=[CH:4][C:5]([C:8]2([N:16]3[C:24](=[O:25])[C:23]4[C:18](=[CH:19][CH:20]=[CH:21][CH:22]=4)[C:17]3=[O:26])[CH2:9][C:10](=[O:12])[CH2:11]2)=[CH:6][CH:7]=1, predict the reactants needed to synthesize it. The reactants are: [Br:1][C:2]1[CH:7]=[CH:6][C:5]([C:8]2([N:16]3[C:24](=[O:25])[C:23]4[C:18](=[CH:19][CH:20]=[CH:21][CH:22]=4)[C:17]3=[O:26])[CH2:11][C:10]3(OCC[O:12]3)[CH2:9]2)=[CH:4][CH:3]=1.O.C1(C)C=CC(S(O)(=O)=O)=CC=1.